This data is from Full USPTO retrosynthesis dataset with 1.9M reactions from patents (1976-2016). The task is: Predict the reactants needed to synthesize the given product. (1) Given the product [CH3:1][N:2]1[C:7](=[O:8])[CH:6]=[CH:5][C:4]([CH2:9][NH:10][C:16](=[O:17])[O:15][C:11]([CH3:14])([CH3:13])[CH3:12])=[CH:3]1, predict the reactants needed to synthesize it. The reactants are: [CH3:1][N:2]1[C:7](=[O:8])[CH:6]=[CH:5][C:4]([C:9]#[N:10])=[CH:3]1.[C:11]([O:15][C:16](O[C:16]([O:15][C:11]([CH3:14])([CH3:13])[CH3:12])=[O:17])=[O:17])([CH3:14])([CH3:13])[CH3:12].[BH4-].[Na+]. (2) Given the product [CH2:12]1[C:11]2([CH2:10][CH2:9][NH:8][CH2:28][CH2:27]2)[CH2:16][CH2:15][N:14]([C:17]2[CH:26]=[CH:25][C:20]([C:21]([NH:23][CH3:24])=[O:22])=[CH:19][CH:18]=2)[CH2:13]1, predict the reactants needed to synthesize it. The reactants are: C([N:8]1[CH2:28][CH2:27][C:11]2([CH2:16][CH2:15][N:14]([C:17]3[CH:26]=[CH:25][C:20]([C:21]([NH:23][CH3:24])=[O:22])=[CH:19][CH:18]=3)[CH2:13][CH2:12]2)[CH2:10][CH2:9]1)C1C=CC=CC=1.